Predict the product of the given reaction. From a dataset of Forward reaction prediction with 1.9M reactions from USPTO patents (1976-2016). (1) The product is: [Cl:23][C:18]1[CH:19]=[CH:20][CH:21]=[CH:22][C:17]=1[O:16][C:14]1[CH2:15][N:11]([C@@H:5]([CH2:6][CH:7]([CH3:10])[CH2:8][CH3:9])[C:4]([OH:25])=[O:3])[C:12](=[O:24])[CH:13]=1. Given the reactants C([O:3][C:4](=[O:25])[C@@H:5]([N:11]1[CH2:15][C:14]([O:16][C:17]2[CH:22]=[CH:21][CH:20]=[CH:19][C:18]=2[Cl:23])=[CH:13][C:12]1=[O:24])[CH2:6][CH:7]([CH3:10])[CH2:8][CH3:9])C.[OH-].[Li+], predict the reaction product. (2) Given the reactants [OH:1][C:2]1[CH:11]=[CH:10][C:5]([C:6]([O:8][CH3:9])=[O:7])=[CH:4][C:3]=1[O:12][CH3:13].C([O-])([O-])=O.[K+].[K+].Cl[CH2:21][C:22]([CH3:24])=[CH2:23], predict the reaction product. The product is: [CH3:13][O:12][C:3]1[CH:4]=[C:5]([CH:10]=[CH:11][C:2]=1[O:1][CH2:23][C:22]([CH3:24])=[CH2:21])[C:6]([O:8][CH3:9])=[O:7].